Dataset: Reaction yield outcomes from USPTO patents with 853,638 reactions. Task: Predict the reaction yield, written as a fraction of the theoretical maximum amount of product (1.0 means a 100% yield; for example, 0.34 means a 34% yield). (1) The reactants are [Cl:1][C:2]1[C:14]([F:15])=[CH:13][CH:12]=[C:11]2[C:3]=1[C:4]1[CH2:5][CH2:6][CH2:7][C:8](=[O:23])[C:9]=1[N:10]2C(OC(C)(C)C)=O.C(O)(C(F)(F)F)=O. The catalyst is C(Cl)Cl. The product is [Cl:1][C:2]1[C:14]([F:15])=[CH:13][CH:12]=[C:11]2[C:3]=1[C:4]1[CH2:5][CH2:6][CH2:7][C:8](=[O:23])[C:9]=1[NH:10]2. The yield is 0.710. (2) The reactants are I[C:2]1[CH:3]=[C:4]2[N:10]=[CH:9][N:8]([CH2:11][C:12]3[CH:28]=[CH:27][C:15]4[N:16]=[C:17]([NH:19][C@@H:20]5[CH2:25][CH2:24][CH2:23][CH2:22][C@H:21]5[OH:26])[S:18][C:14]=4[CH:13]=3)[C:5]2=[N:6][CH:7]=1.[C:29]([Si:31]([CH3:34])([CH3:33])[CH3:32])#[CH:30].O. The catalyst is CN(C=O)C.[Cu]I.Cl[Pd](Cl)([P](C1C=CC=CC=1)(C1C=CC=CC=1)C1C=CC=CC=1)[P](C1C=CC=CC=1)(C1C=CC=CC=1)C1C=CC=CC=1. The product is [CH3:32][Si:31]([C:29]#[C:30][C:2]1[CH:3]=[C:4]2[N:10]=[CH:9][N:8]([CH2:11][C:12]3[CH:28]=[CH:27][C:15]4[N:16]=[C:17]([NH:19][C@@H:20]5[CH2:25][CH2:24][CH2:23][CH2:22][C@H:21]5[OH:26])[S:18][C:14]=4[CH:13]=3)[C:5]2=[N:6][CH:7]=1)([CH3:34])[CH3:33]. The yield is 0.700. (3) The reactants are Br[C:2]1[C:14]2[C:13]3[C:8](=[CH:9][C:10]([C:15]([OH:18])([CH3:17])[CH3:16])=[CH:11][CH:12]=3)[NH:7][C:6]=2[C:5]([C:19]([NH2:21])=[O:20])=[CH:4][C:3]=1[Cl:22].[F:23][C:24]1[C:33]2[N:28]([C:29](=[O:51])[N:30]([C:35]3[CH:40]=[CH:39][CH:38]=[C:37](B4OC(C)(C)C(C)(C)O4)[C:36]=3[CH3:50])[C:31](=[O:34])[CH:32]=2)[CH:27]=[CH:26][CH:25]=1.C([O-])([O-])=O.[Cs+].[Cs+]. The catalyst is C1COCC1.O.C1C=CC(P(C2C=CC=CC=2)[C-]2C=CC=C2)=CC=1.C1C=CC(P(C2C=CC=CC=2)[C-]2C=CC=C2)=CC=1.Cl[Pd]Cl.[Fe+2].C(Cl)Cl. The product is [Cl:22][C:3]1[CH:4]=[C:5]([C:19]([NH2:21])=[O:20])[C:6]2[NH:7][C:8]3[C:13]([C:14]=2[C:2]=1[C:37]1[CH:38]=[CH:39][CH:40]=[C:35]([N:30]2[C:31](=[O:34])[CH:32]=[C:33]4[C:24]([F:23])=[CH:25][CH:26]=[CH:27][N:28]4[C:29]2=[O:51])[C:36]=1[CH3:50])=[CH:12][CH:11]=[C:10]([C:15]([OH:18])([CH3:17])[CH3:16])[CH:9]=3. The yield is 0.430.